Dataset: Peptide-MHC class II binding affinity with 134,281 pairs from IEDB. Task: Regression. Given a peptide amino acid sequence and an MHC pseudo amino acid sequence, predict their binding affinity value. This is MHC class II binding data. (1) The peptide sequence is NKIKELMSIPYCNYT. The MHC is DRB1_0101 with pseudo-sequence DRB1_0101. The binding affinity (normalized) is 0.849. (2) The peptide sequence is WSLMYFHRRDLRLAA. The MHC is DRB1_0301 with pseudo-sequence DRB1_0301. The binding affinity (normalized) is 0.503. (3) The peptide sequence is GGNFAGGGFGMLLRK. The MHC is DRB1_1501 with pseudo-sequence DRB1_1501. The binding affinity (normalized) is 0.475. (4) The peptide sequence is YDKFLANVSTVFTGK. The MHC is DRB1_0802 with pseudo-sequence DRB1_0802. The binding affinity (normalized) is 0.838. (5) The peptide sequence is RICCEPKKTTNAEFT. The MHC is DRB1_0901 with pseudo-sequence DRB1_0901. The binding affinity (normalized) is 0.270.